Dataset: TCR-epitope binding with 47,182 pairs between 192 epitopes and 23,139 TCRs. Task: Binary Classification. Given a T-cell receptor sequence (or CDR3 region) and an epitope sequence, predict whether binding occurs between them. The epitope is LQPFPQPELPYPQPQ. The TCR CDR3 sequence is CASSPGQGNTEAFF. Result: 0 (the TCR does not bind to the epitope).